From a dataset of Peptide-MHC class I binding affinity with 185,985 pairs from IEDB/IMGT. Regression. Given a peptide amino acid sequence and an MHC pseudo amino acid sequence, predict their binding affinity value. This is MHC class I binding data. (1) The peptide sequence is QLAYVVIGIL. The MHC is HLA-B08:01 with pseudo-sequence HLA-B08:01. The binding affinity (normalized) is 0.148. (2) The peptide sequence is SEIDLILGY. The MHC is HLA-B53:01 with pseudo-sequence HLA-B53:01. The binding affinity (normalized) is 0.495. (3) The peptide sequence is MLNNSLYYM. The MHC is HLA-B35:01 with pseudo-sequence HLA-B35:01. The binding affinity (normalized) is 0.162. (4) The peptide sequence is FSDESTGAR. The MHC is HLA-A31:01 with pseudo-sequence HLA-A31:01. The binding affinity (normalized) is 0.0847. (5) The MHC is H-2-Db with pseudo-sequence H-2-Db. The binding affinity (normalized) is 0.313. The peptide sequence is SHLRNDTDV.